Dataset: Reaction yield outcomes from USPTO patents with 853,638 reactions. Task: Predict the reaction yield, written as a fraction of the theoretical maximum amount of product (1.0 means a 100% yield; for example, 0.34 means a 34% yield). The reactants are C(S[C:4]1[NH:5][C:6](=[O:14])[C:7]2[S:13][CH2:12][CH2:11][CH2:10][C:8]=2[N:9]=1)C.Cl.CC(O)=[O:18]. The catalyst is O. The product is [NH:9]1[C:8]2[CH2:10][CH2:11][CH2:12][S:13][C:7]=2[C:6](=[O:14])[NH:5][C:4]1=[O:18]. The yield is 0.720.